From a dataset of NCI-60 drug combinations with 297,098 pairs across 59 cell lines. Regression. Given two drug SMILES strings and cell line genomic features, predict the synergy score measuring deviation from expected non-interaction effect. (1) Drug 1: CC1OCC2C(O1)C(C(C(O2)OC3C4COC(=O)C4C(C5=CC6=C(C=C35)OCO6)C7=CC(=C(C(=C7)OC)O)OC)O)O. Drug 2: CCN(CC)CCCC(C)NC1=C2C=C(C=CC2=NC3=C1C=CC(=C3)Cl)OC. Cell line: SNB-75. Synergy scores: CSS=15.8, Synergy_ZIP=-7.44, Synergy_Bliss=-3.88, Synergy_Loewe=-3.94, Synergy_HSA=-1.01. (2) Drug 1: C1=C(C(=O)NC(=O)N1)F. Drug 2: CC(C)(C#N)C1=CC(=CC(=C1)CN2C=NC=N2)C(C)(C)C#N. Cell line: NCI-H226. Synergy scores: CSS=24.0, Synergy_ZIP=5.64, Synergy_Bliss=7.51, Synergy_Loewe=9.40, Synergy_HSA=9.18. (3) Drug 2: C1CNP(=O)(OC1)N(CCCl)CCCl. Cell line: OVCAR3. Drug 1: CS(=O)(=O)CCNCC1=CC=C(O1)C2=CC3=C(C=C2)N=CN=C3NC4=CC(=C(C=C4)OCC5=CC(=CC=C5)F)Cl. Synergy scores: CSS=3.80, Synergy_ZIP=-3.90, Synergy_Bliss=-0.767, Synergy_Loewe=-29.3, Synergy_HSA=-4.43. (4) Drug 1: C1=CC(=C2C(=C1NCCNCCO)C(=O)C3=C(C=CC(=C3C2=O)O)O)NCCNCCO. Drug 2: CS(=O)(=O)OCCCCOS(=O)(=O)C. Cell line: EKVX. Synergy scores: CSS=5.26, Synergy_ZIP=-7.09, Synergy_Bliss=-5.24, Synergy_Loewe=-39.8, Synergy_HSA=-7.42. (5) Drug 1: C1CCC(CC1)NC(=O)N(CCCl)N=O. Drug 2: CCCCCOC(=O)NC1=NC(=O)N(C=C1F)C2C(C(C(O2)C)O)O. Cell line: SNB-75. Synergy scores: CSS=20.4, Synergy_ZIP=-4.79, Synergy_Bliss=0.186, Synergy_Loewe=0.783, Synergy_HSA=0.738. (6) Drug 1: CC1C(C(CC(O1)OC2CC(CC3=C2C(=C4C(=C3O)C(=O)C5=C(C4=O)C(=CC=C5)OC)O)(C(=O)C)O)N)O.Cl. Cell line: CAKI-1. Synergy scores: CSS=37.9, Synergy_ZIP=-13.5, Synergy_Bliss=-10.1, Synergy_Loewe=-7.45, Synergy_HSA=-6.08. Drug 2: CCC1(C2=C(COC1=O)C(=O)N3CC4=CC5=C(C=CC(=C5CN(C)C)O)N=C4C3=C2)O.Cl. (7) Drug 1: CN(C)N=NC1=C(NC=N1)C(=O)N. Drug 2: C1C(C(OC1N2C=NC3=C(N=C(N=C32)Cl)N)CO)O. Cell line: A549. Synergy scores: CSS=-2.64, Synergy_ZIP=0.656, Synergy_Bliss=-0.726, Synergy_Loewe=-3.67, Synergy_HSA=-3.57. (8) Drug 1: CN(C)C1=NC(=NC(=N1)N(C)C)N(C)C. Drug 2: CN1C2=C(C=C(C=C2)N(CCCl)CCCl)N=C1CCCC(=O)O.Cl. Cell line: OVCAR-5. Synergy scores: CSS=-4.01, Synergy_ZIP=1.56, Synergy_Bliss=-1.42, Synergy_Loewe=-5.20, Synergy_HSA=-5.56. (9) Drug 1: C1=CC(=C2C(=C1NCCNCCO)C(=O)C3=C(C=CC(=C3C2=O)O)O)NCCNCCO. Drug 2: C1C(C(OC1N2C=NC3=C(N=C(N=C32)Cl)N)CO)O. Cell line: NCI-H322M. Synergy scores: CSS=18.2, Synergy_ZIP=-3.43, Synergy_Bliss=-1.91, Synergy_Loewe=-7.41, Synergy_HSA=-3.23.